From a dataset of Reaction yield outcomes from USPTO patents with 853,638 reactions. Predict the reaction yield, written as a fraction of the theoretical maximum amount of product (1.0 means a 100% yield; for example, 0.34 means a 34% yield). (1) The reactants are [CH2:1]([O:8][C:9]1[CH:10]=[CH:11][C:12]([SH:16])=[C:13](O)[CH:14]=1)[C:2]1[CH:7]=[CH:6][CH:5]=[CH:4][CH:3]=1.[C:17]([O-:20])([O-])=O.[K+].[K+].[CH3:23]I. The catalyst is CN(C=O)C. The product is [CH2:1]([O:8][C:9]1[CH:10]=[CH:11][C:12]([S:16][CH3:23])=[C:13]([O:20][CH3:17])[CH:14]=1)[C:2]1[CH:7]=[CH:6][CH:5]=[CH:4][CH:3]=1. The yield is 0.680. (2) The reactants are [NH2:1][C:2]1[CH:18]=[CH:17][C:5]([O:6][C:7]2[CH:12]=[CH:11][N:10]=[C:9]([NH2:13])[C:8]=2[N+:14]([O-:16])=[O:15])=[CH:4][C:3]=1[Cl:19].[Cl:20][C:21]1[CH:26]=[CH:25][C:24]([N:27]=[C:28]=[O:29])=[CH:23][C:22]=1[C:30]([F:33])([F:32])[F:31]. No catalyst specified. The product is [NH2:13][C:9]1[C:8]([N+:14]([O-:16])=[O:15])=[C:7]([O:6][C:5]2[CH:17]=[CH:18][C:2]([NH:1][C:28]([NH:27][C:24]3[CH:25]=[CH:26][C:21]([Cl:20])=[C:22]([C:30]([F:32])([F:31])[F:33])[CH:23]=3)=[O:29])=[C:3]([Cl:19])[CH:4]=2)[CH:12]=[CH:11][N:10]=1. The yield is 0.740.